This data is from Catalyst prediction with 721,799 reactions and 888 catalyst types from USPTO. The task is: Predict which catalyst facilitates the given reaction. Reactant: [Cl:1][C:2]1[C:3]([O:12][C:13]2[CH:14]=[N:15][C:16]([CH:24]3[CH2:26][CH2:25]3)=[C:17]([O:19][C:20]([F:23])([F:22])[CH3:21])[CH:18]=2)=[CH:4][C:5]([F:11])=[C:6]([CH:10]=1)[C:7](O)=[O:8].[CH3:27][S:28]([NH2:31])(=[O:30])=[O:29].CN(C(ON1N=NC2C=CC=NC1=2)=[N+](C)C)C.F[P-](F)(F)(F)(F)F.CCN(C(C)C)C(C)C. Product: [ClH:1].[Cl:1][C:2]1[C:3]([O:12][C:13]2[CH:14]=[N:15][C:16]([CH:24]3[CH2:26][CH2:25]3)=[C:17]([O:19][C:20]([F:23])([F:22])[CH3:21])[CH:18]=2)=[CH:4][C:5]([F:11])=[C:6]([CH:10]=1)[C:7]([NH:31][S:28]([CH3:27])(=[O:30])=[O:29])=[O:8]. The catalyst class is: 4.